Dataset: Forward reaction prediction with 1.9M reactions from USPTO patents (1976-2016). Task: Predict the product of the given reaction. (1) Given the reactants [CH3:1][O:2][C:3](=[O:12])[C:4]1[CH:9]=[CH:8][CH:7]=[C:6]([Cl:10])[C:5]=1[Cl:11].[N+:13]([O-])([OH:15])=[O:14].O, predict the reaction product. The product is: [CH3:1][O:2][C:3](=[O:12])[C:4]1[C:9]([N+:13]([O-:15])=[O:14])=[CH:8][CH:7]=[C:6]([Cl:10])[C:5]=1[Cl:11]. (2) Given the reactants Cl[C:2]1[CH:7]=[C:6]([C:8]2[CH:13]=[CH:12][CH:11]=[CH:10][CH:9]=2)[N:5]=[C:4]([NH:14][C:15](=[O:32])[CH2:16][CH2:17][C:18]([C:20]2[CH:25]=[CH:24][C:23]([O:26][CH2:27][CH3:28])=[C:22]([O:29][CH2:30][CH3:31])[CH:21]=2)=[O:19])[CH:3]=1.C1(C)C=CC=CC=1P(C1C=CC=CC=1C)C1C=CC=CC=1C.C(=O)([O-])[O-].[K+].[K+].[F:61][C:62]1[CH:67]=[CH:66][C:65](B(O)O)=[CH:64][CH:63]=1, predict the reaction product. The product is: [CH2:30]([O:29][C:22]1[CH:21]=[C:20]([C:18](=[O:19])[CH2:17][CH2:16][C:15]([NH:14][C:4]2[CH:3]=[C:2]([C:65]3[CH:66]=[CH:67][C:62]([F:61])=[CH:63][CH:64]=3)[CH:7]=[C:6]([C:8]3[CH:13]=[CH:12][CH:11]=[CH:10][CH:9]=3)[N:5]=2)=[O:32])[CH:25]=[CH:24][C:23]=1[O:26][CH2:27][CH3:28])[CH3:31].